Dataset: Catalyst prediction with 721,799 reactions and 888 catalyst types from USPTO. Task: Predict which catalyst facilitates the given reaction. (1) Reactant: [CH3:1][C:2]1[CH:7]=[CH:6][C:5]([N:8]2[C:16]3[C:11](=[CH:12][C:13]([C:17]([O:19][CH3:20])=[O:18])=[CH:14][CH:15]=3)[CH:10]=[N:9]2)=[CH:4][CH:3]=1.[Br:21]Br. Product: [Br:21][C:10]1[C:11]2[C:16](=[CH:15][CH:14]=[C:13]([C:17]([O:19][CH3:20])=[O:18])[CH:12]=2)[N:8]([C:5]2[CH:4]=[CH:3][C:2]([CH3:1])=[CH:7][CH:6]=2)[N:9]=1. The catalyst class is: 10. (2) Reactant: [CH2:1]([O:3][C:4]([C:6]1[NH:7][C:8]2[C:13]([C:14]=1[CH3:15])=[CH:12][CH:11]=[CH:10][CH:9]=2)=[O:5])[CH3:2].I[C:17]1[CH:22]=[CH:21][CH:20]=[CH:19][CH:18]=1.CNCCNC.P([O-])([O-])([O-])=O.[K+].[K+].[K+]. Product: [CH2:1]([O:3][C:4]([C:6]1[N:7]([C:17]2[CH:22]=[CH:21][CH:20]=[CH:19][CH:18]=2)[C:8]2[C:13]([C:14]=1[CH3:15])=[CH:12][CH:11]=[CH:10][CH:9]=2)=[O:5])[CH3:2]. The catalyst class is: 205. (3) Product: [CH3:1][O:2][C:3]([C:4]1[NH:10][C:11]2[C:12]([C:6](=[O:8])[CH:5]=1)=[CH:13][C:14]([O:21][CH3:22])=[C:15]1[C:20]=2[N:19]=[CH:18][CH:17]=[CH:16]1)=[O:23]. Reactant: [CH3:1][O:2][C:3](=[O:23])[C:4]([NH:10][C:11]1[CH:12]=[CH:13][C:14]([O:21][CH3:22])=[C:15]2[C:20]=1[N:19]=[CH:18][CH:17]=[CH:16]2)=[CH:5][C:6]([O:8]C)=O.CCCCCC. The catalyst class is: 400. (4) Reactant: [CH2:1]([O:8][C@@H:9]1[CH2:12][C@H:11](OS(C)(=O)=O)[CH2:10]1)[C:2]1[CH:7]=[CH:6][CH:5]=[CH:4][CH:3]=1.[I-:18].[Na+]. Product: [CH2:1]([O:8][C@H:9]1[CH2:12][C@H:11]([I:18])[CH2:10]1)[C:2]1[CH:7]=[CH:6][CH:5]=[CH:4][CH:3]=1. The catalyst class is: 883. (5) Reactant: Cl[C:2]1[C:7]([C:8]#[N:9])=[C:6]([C:10]2[CH:15]=[CH:14][CH:13]=[C:12]([O:16][CH3:17])[CH:11]=2)[N:5]=[C:4]([NH:18][CH:19]2[CH2:21][CH2:20]2)[N:3]=1.[SH:22][CH2:23][C:24]([NH2:26])=[O:25].C(=O)([O-])[O-].[K+].[K+].CC[O-].[Na+]. Product: [NH2:9][C:8]1[C:7]2[C:6]([C:10]3[CH:15]=[CH:14][CH:13]=[C:12]([O:16][CH3:17])[CH:11]=3)=[N:5][C:4]([NH:18][CH:19]3[CH2:21][CH2:20]3)=[N:3][C:2]=2[S:22][C:23]=1[C:24]([NH2:26])=[O:25]. The catalyst class is: 14. (6) Reactant: [Br:1][C:2]1[CH:3]=[C:4]([Cl:10])[C:5]([CH3:9])=[C:6]([Cl:8])[CH:7]=1.[Br:11]N1C(=O)CCC1=O.C(OOC(=O)C1C=CC=CC=1)(=O)C1C=CC=CC=1. The catalyst class is: 53. Product: [Br:1][C:2]1[CH:7]=[C:6]([Cl:8])[C:5]([CH2:9][Br:11])=[C:4]([Cl:10])[CH:3]=1.